Task: Predict which catalyst facilitates the given reaction.. Dataset: Catalyst prediction with 721,799 reactions and 888 catalyst types from USPTO (1) Reactant: Br[C:2]1[CH:3]=[C:4]2[C:9](=[CH:10][CH:11]=1)[CH:8]=[C:7]([OH:12])[CH:6]=[CH:5]2.C([Li])CCC.[B:18](OC(C)C)([O:23]C(C)C)[O:19]C(C)C.Cl. Product: [OH:12][C:7]1[CH:8]=[C:9]2[C:4](=[CH:5][CH:6]=1)[CH:3]=[C:2]([B:18]([OH:23])[OH:19])[CH:11]=[CH:10]2. The catalyst class is: 188. (2) Reactant: C([O:3][P:4]([C:9]1[CH:14]=[CH:13][CH:12]=[CH:11][C:10]=1[NH2:15])(=[O:8])[O:5]CC)C.[ClH:16]. Product: [ClH:16].[NH2:15][C:10]1[CH:11]=[CH:12][CH:13]=[CH:14][C:9]=1[P:4](=[O:3])([OH:8])[OH:5]. The catalyst class is: 11. (3) Reactant: [C:1]([C:3]1[CH:8]=[CH:7][C:6]([C:9]2([C:15]#[N:16])[CH2:14][CH2:13][S:12][CH2:11][CH2:10]2)=[CH:5][C:4]=1[CH3:17])#[N:2].[CH3:18][Li].[BH4-].[Na+].Cl. Product: [NH2:2][CH:1]([C:3]1[CH:8]=[CH:7][C:6]([C:9]2([C:15]#[N:16])[CH2:10][CH2:11][S:12][CH2:13][CH2:14]2)=[CH:5][C:4]=1[CH3:17])[CH3:18]. The catalyst class is: 116. (4) Product: [Cl:28][C:24]1[N:23]=[C:22]([NH:21][C@H:19]([C:15]2[CH:14]=[C:13]([NH:12][S:8]([C:4]3[CH:3]=[N:2][CH:7]=[CH:6][CH:5]=3)(=[O:10])=[O:9])[CH:18]=[CH:17][CH:16]=2)[CH3:20])[CH:27]=[N:26][CH:25]=1. Reactant: Cl.[N:2]1[CH:7]=[CH:6][CH:5]=[C:4]([S:8](Cl)(=[O:10])=[O:9])[CH:3]=1.[NH2:12][C:13]1[CH:14]=[C:15]([C@@H:19]([NH:21][C:22]2[CH:27]=[N:26][CH:25]=[C:24]([Cl:28])[N:23]=2)[CH3:20])[CH:16]=[CH:17][CH:18]=1.C(N(CC)CC)C. The catalyst class is: 96. (5) The catalyst class is: 2. Reactant: [CH3:1][O:2][C:3](=[O:17])[C:4]1[CH:9]=[C:8]([N:10]2[CH2:14][CH2:13][CH2:12][C:11]2=[O:15])[CH:7]=[C:6]([NH2:16])[CH:5]=1.C(O[BH-](OC(=O)C)OC(=O)C)(=O)C.[Na+].[CH:32](=O)[CH2:33][CH3:34].CC(O)=O. Product: [CH3:1][O:2][C:3](=[O:17])[C:4]1[CH:5]=[C:6]([NH:16][CH2:32][CH2:33][CH3:34])[CH:7]=[C:8]([N:10]2[CH2:14][CH2:13][CH2:12][C:11]2=[O:15])[CH:9]=1. (6) Reactant: P(Br)(Br)[Br:2].[CH2:5]([O:7][C:8]1[CH:13]=[C:12]([CH2:14]O)[CH:11]=[C:10]([O:16][CH2:17][CH3:18])[C:9]=1[C:19]1[CH:24]=[CH:23][C:22]([F:25])=[CH:21][CH:20]=1)[CH3:6].C1(C)C=CC=CC=1. The catalyst class is: 13. Product: [Br:2][CH2:14][C:12]1[CH:13]=[C:8]([O:7][CH2:5][CH3:6])[C:9]([C:19]2[CH:24]=[CH:23][C:22]([F:25])=[CH:21][CH:20]=2)=[C:10]([O:16][CH2:17][CH3:18])[CH:11]=1. (7) Reactant: [Si:1](Cl)([C:4]([CH3:7])([CH3:6])[CH3:5])([CH3:3])[CH3:2].[Br:9][C:10]1[CH:15]=[CH:14][C:13]([CH:16]([OH:22])[CH2:17][CH2:18][CH2:19][CH2:20][CH3:21])=[CH:12][CH:11]=1.N1C=CN=C1. Product: [Br:9][C:10]1[CH:11]=[CH:12][C:13]([CH:16]([O:22][Si:1]([C:4]([CH3:7])([CH3:6])[CH3:5])([CH3:3])[CH3:2])[CH2:17][CH2:18][CH2:19][CH2:20][CH3:21])=[CH:14][CH:15]=1. The catalyst class is: 215.